From a dataset of Full USPTO retrosynthesis dataset with 1.9M reactions from patents (1976-2016). Predict the reactants needed to synthesize the given product. (1) Given the product [CH3:1][O:2][C:3]([C:5]1[N:6]([CH2:13][C:14]([O:16][C:17]([CH3:20])([CH3:19])[CH3:18])=[O:15])[N:7]=[C:8]([NH2:10])[CH:9]=1)=[O:4], predict the reactants needed to synthesize it. The reactants are: [CH3:1][O:2][C:3]([C:5]1[N:6]([CH2:13][C:14]([O:16][C:17]([CH3:20])([CH3:19])[CH3:18])=[O:15])[N:7]=[C:8]([N+:10]([O-])=O)[CH:9]=1)=[O:4].[H][H]. (2) The reactants are: C12CC3CC(CC(C3)C1NC(=O)CC(C1(C)CC1)=O)C2.[CH:21]12[CH2:30][CH:25]3[CH2:26][CH:27]([CH2:29][CH:23]([CH2:24]3)[CH:22]1[NH:31][C:32](=[O:44])[C:33](=[CH:40][N:41]([CH3:43])[CH3:42])[C:34](=[O:39])[C:35]([CH3:38])([CH3:37])[CH3:36])[CH2:28]2. Given the product [CH:21]12[CH2:28][CH:27]3[CH2:26][CH:25]([CH2:24][CH:23]([CH2:29]3)[CH:22]1[NH:31][C:32](=[O:44])/[C:33](/[C:34]([C:35]1([CH3:38])[CH2:36][CH2:37]1)=[O:39])=[CH:40]\[N:41]([CH3:42])[CH3:43])[CH2:30]2, predict the reactants needed to synthesize it. (3) The reactants are: [Cl:1][C:2]1[CH:3]=[C:4]([NH2:20])[CH:5]=[C:6]([Cl:19])[C:7]=1[O:8][C:9]1[S:10][C:11]2[CH:17]=[C:16]([Cl:18])[CH:15]=[CH:14][C:12]=2[N:13]=1.[C:21]([C:24]1[CH:29]=[CH:28][C:27]([S:30](Cl)(=[O:32])=[O:31])=[CH:26][CH:25]=1)(=[O:23])[CH3:22]. Given the product [C:21]([C:24]1[CH:25]=[CH:26][C:27]([S:30]([NH:20][C:4]2[CH:3]=[C:2]([Cl:1])[C:7]([O:8][C:9]3[S:10][C:11]4[CH:17]=[C:16]([Cl:18])[CH:15]=[CH:14][C:12]=4[N:13]=3)=[C:6]([Cl:19])[CH:5]=2)(=[O:32])=[O:31])=[CH:28][CH:29]=1)(=[O:23])[CH3:22], predict the reactants needed to synthesize it. (4) Given the product [CH3:20][C:21]1[CH:26]=[CH:25][C:24]([CH2:27][C:28]([N:15]2[CH2:16][CH2:17][CH2:18][CH2:19][N:14]2[C:7]2[C:8]3[C:13](=[CH:12][CH:11]=[CH:10][CH:9]=3)[C:4]([N+:1]([O-:3])=[O:2])=[CH:5][CH:6]=2)=[O:29])=[CH:23][CH:22]=1, predict the reactants needed to synthesize it. The reactants are: [N+:1]([C:4]1[C:13]2[C:8](=[CH:9][CH:10]=[CH:11][CH:12]=2)[C:7]([N:14]2[CH2:19][CH2:18][CH2:17][CH2:16][NH:15]2)=[CH:6][CH:5]=1)([O-:3])=[O:2].[CH3:20][C:21]1[CH:26]=[CH:25][C:24]([CH2:27][C:28](O)=[O:29])=[CH:23][CH:22]=1.N=C=N. (5) Given the product [Cl:55][C:52]1[CH:53]=[CH:54][C:49]([C:47]2[C:46]3[CH:56]=[C:57]([O:60][CH3:61])[CH:58]=[CH:59][C:45]=3[N:44]3[C:62]([CH3:65])=[N:63][N:64]=[C:43]3[C@H:42]([CH2:41][C:40]([NH:39][CH2:38][CH2:37][NH:36][C:12](=[O:14])/[CH:11]=[CH:10]/[C:6]3[CH:5]=[C:4]([B:1]([OH:2])[OH:3])[CH:9]=[CH:8][CH:7]=3)=[O:66])[N:48]=2)=[CH:50][CH:51]=1, predict the reactants needed to synthesize it. The reactants are: [B:1]([C:4]1[CH:5]=[C:6]([CH:10]=[CH:11][C:12]([OH:14])=O)[CH:7]=[CH:8][CH:9]=1)([OH:3])[OH:2].CCN=C=NCCCN(C)C.C1C=CC2N(O)N=NC=2C=1.[NH2:36][CH2:37][CH2:38][NH:39][C:40](=[O:66])[CH2:41][C@@H:42]1[N:48]=[C:47]([C:49]2[CH:54]=[CH:53][C:52]([Cl:55])=[CH:51][CH:50]=2)[C:46]2[CH:56]=[C:57]([O:60][CH3:61])[CH:58]=[CH:59][C:45]=2[N:44]2[C:62]([CH3:65])=[N:63][N:64]=[C:43]12.